Dataset: Reaction yield outcomes from USPTO patents with 853,638 reactions. Task: Predict the reaction yield, written as a fraction of the theoretical maximum amount of product (1.0 means a 100% yield; for example, 0.34 means a 34% yield). (1) The reactants are Cl.[F:2][CH2:3][CH2:4][CH2:5][NH2:6].[Br:7][C:8]1[CH:15]=[CH:14][C:11]([CH:12]=O)=[CH:10][CH:9]=1.C(O[BH-](OC(=O)C)OC(=O)C)(=O)C.[Na+].C(=O)([O-])[O-].[Na+].[Na+].[C:36](O[C:36]([O:38][C:39]([CH3:42])([CH3:41])[CH3:40])=[O:37])([O:38][C:39]([CH3:42])([CH3:41])[CH3:40])=[O:37]. The catalyst is CN(C=O)C. The product is [C:39]([O:38][C:36](=[O:37])[N:6]([CH2:12][C:11]1[CH:14]=[CH:15][C:8]([Br:7])=[CH:9][CH:10]=1)[CH2:5][CH2:4][CH2:3][F:2])([CH3:42])([CH3:41])[CH3:40]. The yield is 0.720. (2) The reactants are ON1[C:6](=O)[CH2:5][CH2:4][C:3]1=[O:8].[OH2:9].[C:10]([OH:18])(=[O:17])[C:11]1[CH:16]=[CH:15][CH:14]=[CH:13][CH:12]=1. The catalyst is C([O-])(=O)C.[Co+2].C([O-])(=O)C.C([O-])(=O)C.[Mn+2].C([O-])(=O)C.CC1C=CC(C)=CC=1. The product is [CH3:3][C:14]1[CH:13]=[CH:12][C:11]([C:10]([OH:18])=[O:17])=[CH:16][CH:15]=1.[C:10]([OH:18])(=[O:17])[C:11]1[CH:12]=[CH:13][C:4]([C:3]([OH:8])=[O:9])=[CH:5][CH:6]=1. The yield is 0.289. (3) The reactants are [CH:1]([N:14]1[CH2:17][CH:16]([O:18][C:19]2[C:27]([CH:28]3[CH2:30][CH2:29]3)=[CH:26][C:22]([C:23](O)=[O:24])=[C:21]([F:31])[CH:20]=2)[CH2:15]1)([C:8]1[CH:13]=[CH:12][CH:11]=[CH:10][CH:9]=1)[C:2]1[CH:7]=[CH:6][CH:5]=[CH:4][CH:3]=1.CCN=C=NCCCN(C)C.[CH3:43][S:44]([NH2:47])(=[O:46])=[O:45]. The catalyst is CN(C1C=CN=CC=1)C.C(Cl)Cl. The product is [CH:1]([N:14]1[CH2:17][CH:16]([O:18][C:19]2[C:27]([CH:28]3[CH2:30][CH2:29]3)=[CH:26][C:22]([C:23]([NH:47][S:44]([CH3:43])(=[O:46])=[O:45])=[O:24])=[C:21]([F:31])[CH:20]=2)[CH2:15]1)([C:8]1[CH:13]=[CH:12][CH:11]=[CH:10][CH:9]=1)[C:2]1[CH:7]=[CH:6][CH:5]=[CH:4][CH:3]=1. The yield is 0.340. (4) The reactants are [C:1]([O:5][C:6]([N:8]1[CH2:13][CH2:12][CH:11]([OH:14])[CH2:10][CH2:9]1)=[O:7])([CH3:4])([CH3:3])[CH3:2].[CH3:15][C:16]1[CH:17]=[C:18](O)[CH:19]=[CH:20][C:21]=1[N+:22]([O-:24])=[O:23].C1(P(C2C=CC=CC=2)C2C=CC=CC=2)C=CC=CC=1.N(C(OCC)=O)=NC(OCC)=O. The catalyst is ClCCl. The product is [C:1]([O:5][C:6]([N:8]1[CH2:13][CH2:12][CH:11]([O:14][C:18]2[CH:19]=[CH:20][C:21]([N+:22]([O-:24])=[O:23])=[C:16]([CH3:15])[CH:17]=2)[CH2:10][CH2:9]1)=[O:7])([CH3:4])([CH3:2])[CH3:3]. The yield is 0.600. (5) The reactants are [NH2:1][C:2]([CH3:7])([CH2:5][OH:6])[CH2:3][OH:4].[Br:8][C:9]1[CH:10]=[C:11]([S:15](Cl)(=[O:17])=[O:16])[CH:12]=[CH:13][CH:14]=1. No catalyst specified. The product is [Br:8][C:9]1[CH:10]=[C:11]([S:15]([NH:1][C:2]([CH2:5][OH:6])([CH3:7])[CH2:3][OH:4])(=[O:17])=[O:16])[CH:12]=[CH:13][CH:14]=1. The yield is 0.120. (6) The reactants are [CH3:1][O:2][C:3]1[CH:8]=[CH:7][C:6]([CH2:9][N:10]2[C:15](=[O:16])[C:14]([CH2:17][CH2:18][C:19](OCCCC)=[O:20])=[CH:13][C:12](=[O:26])[NH:11]2)=[CH:5][CH:4]=1.[H-].[Al+3].[Li+].[H-].[H-].[H-].Cl. The catalyst is C1COCC1. The product is [OH:20][CH2:19][CH2:18][CH2:17][C:14]1[C:15](=[O:16])[N:10]([CH2:9][C:6]2[CH:5]=[CH:4][C:3]([O:2][CH3:1])=[CH:8][CH:7]=2)[NH:11][C:12](=[O:26])[CH:13]=1. The yield is 0.670. (7) The reactants are [Cl:1][C:2]1[CH:18]=[CH:17][C:5]2[CH2:6][CH2:7][N:8]([C:11](=[O:16])[C:12]([F:15])([F:14])[F:13])[CH2:9][CH2:10][C:4]=2[C:3]=1OS(C(F)(F)F)(=O)=O.[F:27][C:28]1[CH:29]=[C:30]([C:34]#[CH:35])[CH:31]=[CH:32][CH:33]=1. No catalyst specified. The product is [Cl:1][C:2]1[CH:18]=[CH:17][C:5]2[CH2:6][CH2:7][N:8]([C:11](=[O:16])[C:12]([F:13])([F:15])[F:14])[CH2:9][CH2:10][C:4]=2[C:3]=1[C:35]#[C:34][C:30]1[CH:31]=[CH:32][CH:33]=[C:28]([F:27])[CH:29]=1. The yield is 0.640.